Dataset: Forward reaction prediction with 1.9M reactions from USPTO patents (1976-2016). Task: Predict the product of the given reaction. (1) Given the reactants [Cl:1][C:2]1[CH:46]=[CH:45][C:5]([C:6]([N:8]2[C:16]3[C:11](=[CH:12][C:13]([O:17][CH3:18])=[CH:14][CH:15]=3)[C:10]([CH2:19][C:20]([O:22][C:23]3[CH:43]=[CH:42][C:26]([C:27]([O:29][CH:30]4[CH2:35][O:34]C(C5C=CC=CC=5)[O:32][CH2:31]4)=[O:28])=[CH:25][CH:24]=3)=[O:21])=[C:9]2[CH3:44])=[O:7])=[CH:4][CH:3]=1, predict the reaction product. The product is: [Cl:1][C:2]1[CH:3]=[CH:4][C:5]([C:6]([N:8]2[C:16]3[C:11](=[CH:12][C:13]([O:17][CH3:18])=[CH:14][CH:15]=3)[C:10]([CH2:19][C:20]([O:22][C:23]3[CH:43]=[CH:42][C:26]([C:27]([O:29][CH:30]([CH2:35][OH:34])[CH2:31][OH:32])=[O:28])=[CH:25][CH:24]=3)=[O:21])=[C:9]2[CH3:44])=[O:7])=[CH:45][CH:46]=1. (2) Given the reactants Cl.Cl.[NH2:3][CH:4]1[CH2:9][CH2:8][CH2:7][NH:6][CH2:5]1.C=O.[CH2:12](N(CC)CC)C.[Cl:19][C:20]1[CH:21]=[C:22]([CH:37]=[CH:38][C:39]=1[Cl:40])[CH2:23][N:24]([CH3:36])[C:25](=[O:35])[CH:26]=[C:27]1[C:31](=[O:32])OC(C)(C)[O:28]1, predict the reaction product. The product is: [Cl:19][C:20]1[CH:21]=[C:22]([CH:37]=[CH:38][C:39]=1[Cl:40])[CH2:23][N:24]([CH3:36])[C:25]([C:26]1[CH2:12][N:3]([CH:4]2[CH2:9][CH2:8][CH2:7][NH:6][CH2:5]2)[C:31](=[O:32])[C:27]=1[OH:28])=[O:35].